Dataset: Reaction yield outcomes from USPTO patents with 853,638 reactions. Task: Predict the reaction yield, written as a fraction of the theoretical maximum amount of product (1.0 means a 100% yield; for example, 0.34 means a 34% yield). (1) The reactants are [Cl:1][C:2]1[CH:3]=[C:4]2[C:9](=[CH:10][CH:11]=1)[NH:8][C:7](=[O:12])[C:6]([C@@H:13]([NH:15][C:16]1[C:21]([F:22])=[C:20](I)[CH:19]=[CH:18][N:17]=1)[CH3:14])=[CH:5]2.[NH:24]1[CH:28]=[CH:27][N:26]=[CH:25]1.C([O-])([O-])=O.[Cs+].[Cs+].[I-]. The catalyst is CS(C)=O.CO.[Cu-]=O. The product is [Cl:1][C:2]1[CH:3]=[C:4]2[C:9](=[CH:10][CH:11]=1)[NH:8][C:7](=[O:12])[C:6]([C@@H:13]([NH:15][C:16]1[C:21]([F:22])=[C:20]([N:24]3[CH:28]=[CH:27][N:26]=[CH:25]3)[CH:19]=[CH:18][N:17]=1)[CH3:14])=[CH:5]2. The yield is 0.383. (2) The reactants are [F:1][C:2]1[C:3]([NH:20][C:21]2[CH:26]=[CH:25][CH:24]=[CH:23][C:22]=2[C:27]([NH:29][CH:30]([CH3:32])[CH3:31])=[O:28])=[N:4][C:5]([NH:8][C:9]2[CH:19]=[CH:18][C:12]([C:13](OCC)=[O:14])=[CH:11][CH:10]=2)=[N:6][CH:7]=1.[H-].[H-].[H-].[H-].[Li+].[Al+3]. The catalyst is C1COCC1. The product is [F:1][C:2]1[C:3]([NH:20][C:21]2[CH:26]=[CH:25][CH:24]=[CH:23][C:22]=2[C:27]([NH:29][CH:30]([CH3:32])[CH3:31])=[O:28])=[N:4][C:5]([NH:8][C:9]2[CH:10]=[CH:11][C:12]([CH2:13][OH:14])=[CH:18][CH:19]=2)=[N:6][CH:7]=1. The yield is 0.870. (3) The catalyst is CN(C1C=CN=CC=1)C.N1C=CC=CC=1. The reactants are [F:1][C:2]([F:42])([F:41])[C@H:3]([N:28]1[CH2:32][CH2:31][C@H:30]([NH:33][C:34](=[O:40])[O:35][C:36]([CH3:39])([CH3:38])[CH3:37])[CH2:29]1)[C:4]1[CH:5]=[CH:6][C:7]2[N:8]([C:10]([C:13]3[CH:22]=[CH:21][C:20]4[C:15](=[CH:16][C:17]([O:24][CH2:25][CH2:26][OH:27])=[C:18]([F:23])[CH:19]=4)[N:14]=3)=[N:11][N:12]=2)[CH:9]=1.[C:43](O[C:43](=[O:48])[C:44](C)([CH3:46])[CH3:45])(=[O:48])[C:44](C)([CH3:46])[CH3:45]. The yield is 0.810. The product is [C:43]([O:27][CH2:26][CH2:25][O:24][C:17]1[CH:16]=[C:15]2[C:20]([CH:21]=[CH:22][C:13]([C:10]3[N:8]4[CH:9]=[C:4]([C@@H:3]([N:28]5[CH2:32][CH2:31][C@H:30]([NH:33][C:34]([O:35][C:36]([CH3:39])([CH3:37])[CH3:38])=[O:40])[CH2:29]5)[C:2]([F:1])([F:41])[F:42])[CH:5]=[CH:6][C:7]4=[N:12][N:11]=3)=[N:14]2)=[CH:19][C:18]=1[F:23])(=[O:48])[CH:44]([CH3:46])[CH3:45]. (4) The reactants are C[O:2][C:3]([C:5]1[C:6]([C:10]2[CH:15]=[CH:14][CH:13]=[CH:12][CH:11]=2)=[N:7][O:8][CH:9]=1)=O.C(OC(C1C(C2C=CC=CC=2F)=NOC=1C)=O)C. No catalyst specified. The product is [C:10]1([C:6]2[C:5]([CH2:3][OH:2])=[CH:9][O:8][N:7]=2)[CH:11]=[CH:12][CH:13]=[CH:14][CH:15]=1. The yield is 0.610.